From a dataset of Forward reaction prediction with 1.9M reactions from USPTO patents (1976-2016). Predict the product of the given reaction. (1) Given the reactants [C:1]([Si:5]([C:22]1[CH:27]=[CH:26][CH:25]=[CH:24][CH:23]=1)([C:16]1[CH:21]=[CH:20][CH:19]=[CH:18][CH:17]=1)[O:6][C:7]1[CH:14]=[CH:13][C:10]([C:11]#[N:12])=[C:9]([F:15])[CH:8]=1)([CH3:4])([CH3:3])[CH3:2].[H-].[Al+3].[Li+].[H-].[H-].[H-], predict the reaction product. The product is: [C:1]([Si:5]([C:22]1[CH:27]=[CH:26][CH:25]=[CH:24][CH:23]=1)([C:16]1[CH:17]=[CH:18][CH:19]=[CH:20][CH:21]=1)[O:6][C:7]1[CH:14]=[CH:13][C:10]([CH2:11][NH2:12])=[C:9]([F:15])[CH:8]=1)([CH3:4])([CH3:2])[CH3:3]. (2) Given the reactants [CH3:1][N:2]1[CH2:7][CH2:6][CH:5]([C:8]2[CH:17]=[CH:16][C:11]([C:12]([O:14]C)=O)=[CH:10][CH:9]=2)[CH2:4][CH2:3]1.[CH3:18][O:19][C:20]1[CH:21]=[C:22]([CH2:28][O:29][C:30]2[CH:31]=[C:32]([NH2:35])[NH:33][N:34]=2)[CH:23]=[C:24]([O:26][CH3:27])[CH:25]=1.C[Al](C)C.C1(C)C=CC=CC=1, predict the reaction product. The product is: [CH3:27][O:26][C:24]1[CH:23]=[C:22]([CH2:28][O:29][C:30]2[CH:31]=[C:32]([NH:35][C:12](=[O:14])[C:11]3[CH:10]=[CH:9][C:8]([CH:5]4[CH2:4][CH2:3][N:2]([CH3:1])[CH2:7][CH2:6]4)=[CH:17][CH:16]=3)[NH:33][N:34]=2)[CH:21]=[C:20]([O:19][CH3:18])[CH:25]=1. (3) Given the reactants [F:1][C:2]1[CH:7]=[CH:6][C:5]([CH:8]2[O:12][C:11](=[O:13])[NH:10][CH:9]2[CH2:14][C:15]2[O:16][C:17]([C:20]([F:23])([F:22])[F:21])=[CH:18][CH:19]=2)=[CH:4][CH:3]=1.[C:24](O[C:24]([O:26][C:27]([CH3:30])([CH3:29])[CH3:28])=[O:25])([O:26][C:27]([CH3:30])([CH3:29])[CH3:28])=[O:25].CN(C1C=CC=CN=1)C, predict the reaction product. The product is: [F:1][C:2]1[CH:7]=[CH:6][C:5]([CH:8]2[O:12][C:11](=[O:13])[N:10]([C:24]([O:26][C:27]([CH3:30])([CH3:29])[CH3:28])=[O:25])[CH:9]2[CH2:14][C:15]2[O:16][C:17]([C:20]([F:21])([F:22])[F:23])=[CH:18][CH:19]=2)=[CH:4][CH:3]=1.